From a dataset of Orexin1 receptor HTS with 218,158 compounds and 233 confirmed actives. Binary Classification. Given a drug SMILES string, predict its activity (active/inactive) in a high-throughput screening assay against a specified biological target. (1) The compound is OCCc1c2c([nH]c1C)cccc2. The result is 0 (inactive). (2) The drug is s1c(c(c2ncc(cc12)C(F)(F)F)c1ccccc1)c1n(c(=S)[nH]n1)C. The result is 0 (inactive). (3) The drug is S(c1[nH]c(CCC)cc(=O)n1)CC(=O)Nc1ccc(OCc2ccccc2)cc1. The result is 0 (inactive). (4) The compound is s1c(N2CCC(CC2)C(=O)NCCCN2CCN(CC2)CC)nnc1n1cccc1. The result is 0 (inactive). (5) The molecule is s1cc(nc1N\N=C\c1occc1)c1ccc(cc1)C. The result is 0 (inactive).